From a dataset of Reaction yield outcomes from USPTO patents with 853,638 reactions. Predict the reaction yield, written as a fraction of the theoretical maximum amount of product (1.0 means a 100% yield; for example, 0.34 means a 34% yield). (1) The reactants are [CH:1]([C:3]1[CH:4]=[C:5]([C:21]([NH:23][CH2:24][C:25]2[CH:30]=[CH:29][C:28]([S:31]([CH3:34])(=[O:33])=[O:32])=[CH:27][CH:26]=2)=[O:22])[C:6](=[O:20])[N:7]([C:10]2[CH:15]=[CH:14][CH:13]=[C:12]([C:16]([F:19])([F:18])[F:17])[CH:11]=2)[C:8]=1[CH3:9])=O.Cl.[CH3:36][O:37][NH2:38].C([O-])(=O)C.[K+].O. The catalyst is C(O)C. The product is [CH3:36][O:37]/[N:38]=[CH:1]/[C:3]1[CH:4]=[C:5]([C:21]([NH:23][CH2:24][C:25]2[CH:30]=[CH:29][C:28]([S:31]([CH3:34])(=[O:33])=[O:32])=[CH:27][CH:26]=2)=[O:22])[C:6](=[O:20])[N:7]([C:10]2[CH:15]=[CH:14][CH:13]=[C:12]([C:16]([F:17])([F:18])[F:19])[CH:11]=2)[C:8]=1[CH3:9]. The yield is 0.390. (2) The reactants are [C:1]([O:5][C:6]([N:8]1[CH2:12][C@H:11]([O:13][CH2:14][CH:15]=[C:16]([CH3:18])[CH3:17])[CH2:10][C@@H:9]1[C@H:19]1[O:23][C:22]([CH3:25])([CH3:24])[N:21]([C:26](=[O:28])[CH3:27])[C@H:20]1[CH2:29][C:30]1[CH:35]=[C:34]([F:36])[CH:33]=[C:32]([F:37])[CH:31]=1)=[O:7])([CH3:4])([CH3:3])[CH3:2].[H][H]. The catalyst is [Pd].CO. The product is [C:1]([O:5][C:6]([N:8]1[CH2:12][C@H:11]([O:13][CH2:14][CH2:15][CH:16]([CH3:17])[CH3:18])[CH2:10][C@@H:9]1[C@H:19]1[O:23][C:22]([CH3:24])([CH3:25])[N:21]([C:26](=[O:28])[CH3:27])[C@H:20]1[CH2:29][C:30]1[CH:35]=[C:34]([F:36])[CH:33]=[C:32]([F:37])[CH:31]=1)=[O:7])([CH3:3])([CH3:4])[CH3:2]. The yield is 0.760. (3) The reactants are [NH2:1][C:2]1[CH:22]=[C:21]([Cl:23])[C:5]2[O:6][C:7]3[C:16]([CH3:17])=[CH:15][C:14]([C:18]([OH:20])=[O:19])=[CH:13][C:8]=3[S:9](=[O:12])(=[O:11])[CH2:10][C:4]=2[CH:3]=1.[CH:24](=O)[CH:25]([CH3:27])[CH3:26].FC(F)(F)C(O)=O.C([BH3-])#N.[Na+].C([O-])(O)=O.[Na+]. The catalyst is O.CO. The product is [Cl:23][C:21]1[C:5]2[O:6][C:7]3[C:16]([CH3:17])=[CH:15][C:14]([C:18]([OH:20])=[O:19])=[CH:13][C:8]=3[S:9](=[O:11])(=[O:12])[CH2:10][C:4]=2[CH:3]=[C:2]([NH:1][CH2:24][CH:25]([CH3:27])[CH3:26])[CH:22]=1. The yield is 0.647. (4) The reactants are [NH2:1][C:2]1[CH:7]=[C:6]([F:8])[C:5]([CH3:9])=[CH:4][C:3]=1[NH:10][CH:11]1[CH2:16][CH2:15][N:14]([C:17]([O:19][C:20]([CH3:23])([CH3:22])[CH3:21])=[O:18])[CH2:13][CH2:12]1.[O:24]1CCC[CH2:25]1. No catalyst specified. The product is [F:8][C:6]1[C:5]([CH3:9])=[CH:4][C:3]2[N:10]([CH:11]3[CH2:12][CH2:13][N:14]([C:17]([O:19][C:20]([CH3:23])([CH3:22])[CH3:21])=[O:18])[CH2:15][CH2:16]3)[C:25](=[O:24])[NH:1][C:2]=2[CH:7]=1. The yield is 0.770.